Dataset: Forward reaction prediction with 1.9M reactions from USPTO patents (1976-2016). Task: Predict the product of the given reaction. (1) Given the reactants [NH2:1][C:2]1[CH:7]=[CH:6][C:5]([Br:8])=[CH:4][C:3]=1[C:9]([C:11]1[CH:16]=[CH:15][N:14]=[CH:13][CH:12]=1)=[O:10].[F:17][C:18]([F:31])([F:30])[O:19][C:20]1[CH:25]=[CH:24][C:23]([S:26](Cl)(=[O:28])=[O:27])=[CH:22][CH:21]=1, predict the reaction product. The product is: [Br:8][C:5]1[CH:6]=[CH:7][C:2]([NH:1][S:26]([C:23]2[CH:22]=[CH:21][C:20]([O:19][C:18]([F:17])([F:30])[F:31])=[CH:25][CH:24]=2)(=[O:28])=[O:27])=[C:3]([C:9]([C:11]2[CH:16]=[CH:15][N:14]=[CH:13][CH:12]=2)=[O:10])[CH:4]=1. (2) Given the reactants [Cl:1][C:2]1[C:33]([C:34]2([C:37]#[N:38])[CH2:36][CH2:35]2)=[CH:32][CH:31]=[CH:30][C:3]=1[C:4]([NH:6][C:7]1[CH:12]=[C:11]([O:13][C:14]2[N:19]=[C:18]3[S:20][C:21]([NH:23][C:24]([CH:26]4[CH2:28][CH2:27]4)=[O:25])=[N:22][C:17]3=[CH:16][CH:15]=2)[CH:10]=[CH:9][C:8]=1[F:29])=[O:5].[C:39](OC(=O)C)(=[O:41])[CH3:40].O, predict the reaction product. The product is: [C:39]([N:6]([C:7]1[CH:12]=[C:11]([O:13][C:14]2[N:19]=[C:18]3[S:20][C:21]([NH:23][C:24]([CH:26]4[CH2:28][CH2:27]4)=[O:25])=[N:22][C:17]3=[CH:16][CH:15]=2)[CH:10]=[CH:9][C:8]=1[F:29])[C:4](=[O:5])[C:3]1[CH:30]=[CH:31][CH:32]=[C:33]([C:34]2([C:37]#[N:38])[CH2:36][CH2:35]2)[C:2]=1[Cl:1])(=[O:41])[CH3:40]. (3) Given the reactants [N:1]1[NH:2][CH:3]=[C:4]2[C:9]=1[CH:8]([C:10]([O:12]CC)=[O:11])[CH2:7][N:6]([C:15]([O:17][C:18]([CH3:21])([CH3:20])[CH3:19])=[O:16])[CH2:5]2.[Li+].[OH-], predict the reaction product. The product is: [C:18]([O:17][C:15]([N:6]1[CH2:7][CH:8]([C:10]([OH:12])=[O:11])[C:9]2=[N:1][NH:2][CH:3]=[C:4]2[CH2:5]1)=[O:16])([CH3:21])([CH3:19])[CH3:20]. (4) Given the reactants [OH:1][C:2]1[CH:3]=[C:4]2[C:9](=[CH:10][CH:11]=1)[C:8](=[O:12])[CH2:7][CH2:6][CH2:5]2.[F:13][C:14]([F:27])([F:26])[S:15](O[S:15]([C:14]([F:27])([F:26])[F:13])(=[O:17])=[O:16])(=[O:17])=[O:16], predict the reaction product. The product is: [O:12]=[C:8]1[CH2:7][CH2:6][CH2:5][C:4]2[CH:3]=[C:2]([O:1][S:15]([C:14]([F:27])([F:26])[F:13])(=[O:17])=[O:16])[CH:11]=[CH:10][C:9]1=2. (5) Given the reactants C(OC(N1[CH2:13][CH2:12][N:11]([CH2:14][C:15]2[CH:20]=[CH:19][C:18]([C@@H:21]3[O:30][C:25]4=[N:26][CH:27]=[CH:28][CH:29]=[C:24]4[O:23][CH2:22]3)=[CH:17][CH:16]=2)[CH2:10]C1)=O)(C)(C)C.[O:31]=[S:32]1(=[O:39])CC[CH:34](NC)[CH2:33]1, predict the reaction product. The product is: [O:23]1[C:24]2[C:25](=[N:26][CH:27]=[CH:28][CH:29]=2)[O:30][C@@H:21]([C:18]2[CH:19]=[CH:20][C:15]([CH2:14][N:11]([CH:12]3[CH2:34][CH2:33][S:32](=[O:39])(=[O:31])[CH2:13]3)[CH3:10])=[CH:16][CH:17]=2)[CH2:22]1.